Dataset: Forward reaction prediction with 1.9M reactions from USPTO patents (1976-2016). Task: Predict the product of the given reaction. (1) The product is: [C:1]([C:5]1[N:10]=[C:9]([N:11]2[CH2:16][CH2:15][N:14]([CH2:17][CH2:18][CH2:19][CH2:20][NH:21][C:31]([N:50]3[CH2:51][CH2:52][N:47]([S:44]([C:38]4[CH:43]=[CH:42][CH:41]=[CH:40][CH:39]=4)(=[O:46])=[O:45])[CH2:48][CH2:49]3)=[O:32])[CH2:13][CH2:12]2)[CH:8]=[C:7]([C:22]([F:24])([F:25])[F:23])[N:6]=1)([CH3:4])([CH3:2])[CH3:3]. Given the reactants [C:1]([C:5]1[N:10]=[C:9]([N:11]2[CH2:16][CH2:15][N:14]([CH2:17][CH2:18][CH2:19][CH2:20][NH2:21])[CH2:13][CH2:12]2)[CH:8]=[C:7]([C:22]([F:25])([F:24])[F:23])[N:6]=1)([CH3:4])([CH3:3])[CH3:2].C1N=CN([C:31](N2C=NC=C2)=[O:32])C=1.[C:38]1([S:44]([N:47]2[CH2:52][CH2:51][NH:50][CH2:49][CH2:48]2)(=[O:46])=[O:45])[CH:43]=[CH:42][CH:41]=[CH:40][CH:39]=1, predict the reaction product. (2) Given the reactants [Br:1][C:2]1[CH:13]=[CH:12][C:5]2[NH:6][CH2:7][CH2:8][N:9]([CH3:11])[CH2:10][C:4]=2[CH:3]=1.[Cl:14][C:15]1[CH:20]=[CH:19][C:18](I)=[CH:17][CH:16]=1.C(=O)([O-])[O-].[Cs+].[Cs+], predict the reaction product. The product is: [Br:1][C:2]1[CH:13]=[CH:12][C:5]2[N:6]([C:18]3[CH:19]=[CH:20][C:15]([Cl:14])=[CH:16][CH:17]=3)[CH2:7][CH2:8][N:9]([CH3:11])[CH2:10][C:4]=2[CH:3]=1.